From a dataset of Full USPTO retrosynthesis dataset with 1.9M reactions from patents (1976-2016). Predict the reactants needed to synthesize the given product. (1) Given the product [CH:17]1([N:16]2[C:15]3[C:14]4[CH:13]=[CH:12][CH:11]=[C:10]([O:22][CH3:23])[C:9]=4[N:8]=[CH:7][C:6]=3[C:4](=[O:5])[N:31]([C:27]3[CH:28]=[CH:29][CH:30]=[C:25]([F:24])[CH:26]=3)[C:32]2=[O:33])[CH2:18][CH2:19][CH2:20][CH2:21]1, predict the reactants needed to synthesize it. The reactants are: C(O[C:4]([C:6]1[CH:7]=[N:8][C:9]2[C:14]([C:15]=1[NH:16][CH:17]1[CH2:21][CH2:20][CH2:19][CH2:18]1)=[CH:13][CH:12]=[CH:11][C:10]=2[O:22][CH3:23])=[O:5])C.[F:24][C:25]1[CH:30]=[CH:29][CH:28]=[C:27]([N:31]=[C:32]=[O:33])[CH:26]=1. (2) Given the product [N+:1](/[C:4](=[CH:16]/[CH2:17][CH2:18][CH2:19][CH2:20][CH2:21][CH3:22])/[CH2:5][CH2:6][CH2:7][CH2:8][CH2:9][CH2:10][CH2:11][C:12]([OH:14])=[O:13])([O-:3])=[O:2], predict the reactants needed to synthesize it. The reactants are: [N+:1]([CH2:4][CH2:5][CH2:6][CH2:7][CH2:8][CH2:9][CH2:10][CH2:11][C:12]([O:14]C)=[O:13])([O-:3])=[O:2].[CH:16](=O)[CH2:17][CH2:18][CH2:19][CH2:20][CH2:21][CH3:22]. (3) Given the product [I:9][C:10]1[CH:19]=[CH:18][C:13]([C:14]2[N:1]=[C:2]3[CH:7]=[CH:6][C:5]([CH3:8])=[CH:4][N:3]3[CH:15]=2)=[CH:12][CH:11]=1, predict the reactants needed to synthesize it. The reactants are: [NH2:1][C:2]1[CH:7]=[CH:6][C:5]([CH3:8])=[CH:4][N:3]=1.[I:9][C:10]1[CH:19]=[CH:18][C:13]([C:14](=O)[CH2:15]Br)=[CH:12][CH:11]=1. (4) The reactants are: [CH3:1][N:2]1[C:7](=[O:8])[C:6]2=[C:9]([S:23][C:24]3[CH:29]=[CH:28][CH:27]=[CH:26][N:25]=3)[N:10]([CH2:12][C:13]3[C:22]4[C:17](=[CH:18][CH:19]=[CH:20][CH:21]=4)[CH:16]=[CH:15][CH:14]=3)[CH:11]=[C:5]2[N:4]([CH2:30][CH:31]([CH3:33])[CH3:32])[C:3]1=[O:34].S([O-])(O[O-])(=O)=[O:36].[K+].[K+].OOS([O-])=O.[K+]. Given the product [CH3:1][N:2]1[C:7](=[O:8])[C:6]2=[C:9]([S:23]([C:24]3[CH:29]=[CH:28][CH:27]=[CH:26][N:25]=3)=[O:36])[N:10]([CH2:12][C:13]3[C:22]4[C:17](=[CH:18][CH:19]=[CH:20][CH:21]=4)[CH:16]=[CH:15][CH:14]=3)[CH:11]=[C:5]2[N:4]([CH2:30][CH:31]([CH3:32])[CH3:33])[C:3]1=[O:34], predict the reactants needed to synthesize it. (5) Given the product [Cl:1][C:2]1[CH:7]=[CH:6][C:5]([O:8][CH2:28][C:25]([OH:26])([CH3:27])[C:23]([NH:22][C:15]2[CH:16]=[CH:17][C:18]([N+:19]([O-:21])=[O:20])=[C:13]([CH3:12])[CH:14]=2)=[O:24])=[CH:4][C:3]=1[N+:9]([O-:11])=[O:10], predict the reactants needed to synthesize it. The reactants are: [Cl:1][C:2]1[CH:7]=[CH:6][C:5]([OH:8])=[CH:4][C:3]=1[N+:9]([O-:11])=[O:10].[CH3:12][C:13]1[CH:14]=[C:15]([NH:22][C:23]([C:25]2([CH3:28])[CH2:27][O:26]2)=[O:24])[CH:16]=[CH:17][C:18]=1[N+:19]([O-:21])=[O:20]. (6) Given the product [O:16]1[CH2:21][CH2:20][CH2:19][O:18][CH:17]1[C:22]1[CH:23]=[CH:24][C:25]([C:28]2[S:36][C:35]3[C:30](=[N:31][CH:32]=[CH:33][C:34]=3[O:8][C:5]3[CH:6]=[CH:7][C:2]([NH2:1])=[CH:3][C:4]=3[F:9])[CH:29]=2)=[N:26][CH:27]=1, predict the reactants needed to synthesize it. The reactants are: [NH2:1][C:2]1[CH:7]=[CH:6][C:5]([OH:8])=[C:4]([F:9])[CH:3]=1.CC(C)([O-])C.[K+].[O:16]1[CH2:21][CH2:20][CH2:19][O:18][CH:17]1[C:22]1[CH:23]=[CH:24][C:25]([C:28]2[S:36][C:35]3[C:30](=[N:31][CH:32]=[CH:33][C:34]=3Cl)[CH:29]=2)=[N:26][CH:27]=1.